Dataset: Forward reaction prediction with 1.9M reactions from USPTO patents (1976-2016). Task: Predict the product of the given reaction. (1) Given the reactants [F:1][C:2]1[CH:3]=[C:4]([CH2:29][C:30](O)=[O:31])[CH:5]=[CH:6][C:7]=1[CH2:8][O:9][CH2:10][C@@H:11]1[CH2:13][C@@H:12]1[CH:14]1[CH2:19][CH2:18][N:17]([C:20]2[N:25]=[CH:24][C:23]([CH2:26][O:27][CH3:28])=[CH:22][N:21]=2)[CH2:16][CH2:15]1.O.O[N:35]1[C:39]2C=CC=[CH:43][C:38]=2N=N1.Cl.C(/N=N/CCCN(C)C)C.N1CCC1, predict the reaction product. The product is: [N:35]1([C:30](=[O:31])[CH2:29][C:4]2[CH:5]=[CH:6][C:7]([CH2:8][O:9][CH2:10][C@@H:11]3[CH2:13][C@@H:12]3[CH:14]3[CH2:15][CH2:16][N:17]([C:20]4[N:21]=[CH:22][C:23]([CH2:26][O:27][CH3:28])=[CH:24][N:25]=4)[CH2:18][CH2:19]3)=[C:2]([F:1])[CH:3]=2)[CH2:43][CH2:38][CH2:39]1. (2) Given the reactants [F:1][C:2]([F:7])([F:6])[C:3]([NH2:5])=[O:4].CC(C)([O-])C.[Na+].BrN1C(C)(C)C(=O)N(Br)C1=O.[F:25][C:26]1[C:27]([C:43]2[CH:48]=[CH:47][C:46]([F:49])=[CH:45][C:44]=2[O:50][CH3:51])=[CH:28][C:29]([NH:32][C:33]2[CH:38]=[C:37]([CH2:39][S:40][CH3:41])[CH:36]=[C:35]([F:42])[N:34]=2)=[N:30][CH:31]=1.S([O-])([O-])=O.[Na+].[Na+], predict the reaction product. The product is: [F:1][C:2]([F:7])([F:6])[C:3]([N:5]=[S:40]([CH2:39][C:37]1[CH:38]=[C:33]([NH:32][C:29]2[CH:28]=[C:27]([C:43]3[CH:48]=[CH:47][C:46]([F:49])=[CH:45][C:44]=3[O:50][CH3:51])[C:26]([F:25])=[CH:31][N:30]=2)[N:34]=[C:35]([F:42])[CH:36]=1)[CH3:41])=[O:4]. (3) Given the reactants [Cl:1][C:2]1[CH:3]=[C:4]([CH2:19][N:20]2[C:24]([CH3:25])=[CH:23][C:22]([C:26]([OH:28])=O)=[N:21]2)[C:5]2[O:9][C:8]([C:10]3[CH:15]=[CH:14][C:13]([C:16]#[N:17])=[CH:12][CH:11]=3)=[CH:7][C:6]=2[CH:18]=1.C(N1CCOCC1)C.[NH2:37][N:38]1[CH2:43][CH2:42][O:41][CH2:40][CH2:39]1.O.ON1C2C=CC=CC=2N=N1.CN(C)CCCN=C=NCC, predict the reaction product. The product is: [Cl:1][C:2]1[CH:3]=[C:4]([CH2:19][N:20]2[C:24]([CH3:25])=[CH:23][C:22]([C:26]([NH:37][N:38]3[CH2:43][CH2:42][O:41][CH2:40][CH2:39]3)=[O:28])=[N:21]2)[C:5]2[O:9][C:8]([C:10]3[CH:11]=[CH:12][C:13]([C:16]#[N:17])=[CH:14][CH:15]=3)=[CH:7][C:6]=2[CH:18]=1. (4) Given the reactants [C:1]([C:3]1([NH:6][C:7]([C@@H:9]2[CH2:13][C@@H:12]([S:14]([C:17]3[CH:22]=[CH:21][C:20](F)=[CH:19][C:18]=3[Cl:24])(=[O:16])=[O:15])[CH2:11][N:10]2[C:25]2[N:26]([CH:31]3[CH2:34][CH2:33][CH2:32]3)[N:27]=[C:28]([CH3:30])[CH:29]=2)=[O:8])[CH2:5][CH2:4]1)#[N:2].[CH3:35][O:36][CH2:37][CH2:38][OH:39], predict the reaction product. The product is: [C:1]([C:3]1([NH:6][C:7]([C@@H:9]2[CH2:13][C@@H:12]([S:14]([C:17]3[CH:22]=[CH:21][C:20]([O:39][CH2:38][CH2:37][O:36][CH3:35])=[CH:19][C:18]=3[Cl:24])(=[O:16])=[O:15])[CH2:11][N:10]2[C:25]2[N:26]([CH:31]3[CH2:34][CH2:33][CH2:32]3)[N:27]=[C:28]([CH3:30])[CH:29]=2)=[O:8])[CH2:5][CH2:4]1)#[N:2]. (5) Given the reactants Cl.[NH:2]1[CH2:7][CH2:6][CH:5]([N:8]2[C:12]3[CH:13]=[C:14]([O:17][C:18]([F:21])([F:20])[F:19])[CH:15]=[CH:16][C:11]=3[NH:10][C:9]2=[O:22])[CH2:4][CH2:3]1.[CH2:23]([O:26][CH:27]1[CH2:32][CH2:31][C:30](=O)[CH2:29][CH2:28]1)[CH2:24][CH3:25].C([O-])(=O)C.[Na+].ClCCl, predict the reaction product. The product is: [CH2:23]([O:26][C@H:27]1[CH2:32][CH2:31][C@H:30]([N:2]2[CH2:7][CH2:6][CH:5]([N:8]3[C:12]4[CH:13]=[C:14]([O:17][C:18]([F:19])([F:21])[F:20])[CH:15]=[CH:16][C:11]=4[NH:10][C:9]3=[O:22])[CH2:4][CH2:3]2)[CH2:29][CH2:28]1)[CH2:24][CH3:25].